From a dataset of Forward reaction prediction with 1.9M reactions from USPTO patents (1976-2016). Predict the product of the given reaction. Given the reactants [Cl:1][C:2]1[CH:7]=[CH:6][C:5]([C:8]2[C:14]3[CH:15]=[C:16]([O:19][C:20]([F:23])([F:22])[F:21])[CH:17]=[CH:18][C:13]=3[N:12]3[C:24]([CH3:27])=[N:25][N:26]=[C:11]3[C@H:10]([CH2:28][C:29]([OH:31])=O)[CH:9]=2)=[CH:4][CH:3]=1.[CH2:32]1[NH:37][CH2:36][CH2:35][N:34]2[C:38](=[O:41])[CH2:39][CH2:40][CH:33]12, predict the reaction product. The product is: [Cl:1][C:2]1[CH:7]=[CH:6][C:5]([C:8]2[C:14]3[CH:15]=[C:16]([O:19][C:20]([F:23])([F:21])[F:22])[CH:17]=[CH:18][C:13]=3[N:12]3[C:24]([CH3:27])=[N:25][N:26]=[C:11]3[C@H:10]([CH2:28][C:29]([N:37]3[CH2:36][CH2:35][N:34]4[C:38](=[O:41])[CH2:39][CH2:40][CH:33]4[CH2:32]3)=[O:31])[CH:9]=2)=[CH:4][CH:3]=1.